This data is from Forward reaction prediction with 1.9M reactions from USPTO patents (1976-2016). The task is: Predict the product of the given reaction. (1) Given the reactants Br[C:2]1[CH:3]=[C:4]([NH:10][C:11]2[N:16]=[C:15]([N:17]([CH3:25])[CH2:18][CH2:19][NH:20][C:21](=[O:24])[CH:22]=[CH2:23])[CH:14]=[CH:13][CH:12]=2)[C:5](=[O:9])[N:6]([CH3:8])[CH:7]=1.[C:26]([O:29][CH2:30][C:31]1[C:36](B2OC(C)(C)C(C)(C)O2)=[CH:35][C:34]([F:46])=[CH:33][C:32]=1[N:47]1[C:59](=[O:60])[C:58]2[S:57][C:56]3[CH2:55][CH2:54][CH2:53][CH2:52][C:51]=3[C:50]=2[CH:49]=[N:48]1)(=[O:28])[CH3:27].[O-]P([O-])([O-])=O.[K+].[K+].[K+], predict the reaction product. The product is: [F:46][C:34]1[CH:33]=[C:32]([N:47]2[C:59](=[O:60])[C:58]3[S:57][C:56]4[CH2:55][CH2:54][CH2:53][CH2:52][C:51]=4[C:50]=3[CH:49]=[N:48]2)[C:31]([CH2:30][O:29][C:26](=[O:28])[CH3:27])=[C:36]([C:2]2[CH:3]=[C:4]([NH:10][C:11]3[N:16]=[C:15]([N:17]([CH3:25])[CH2:18][CH2:19][NH:20][C:21](=[O:24])[CH:22]=[CH2:23])[CH:14]=[CH:13][CH:12]=3)[C:5](=[O:9])[N:6]([CH3:8])[CH:7]=2)[CH:35]=1. (2) Given the reactants C([O-])(=O)C.[NH4+].[CH2:6]([N:13]1[CH2:18][CH:17]([CH2:19][CH3:20])[C:16](=O)[C:15]([CH2:23][CH3:24])([CH3:22])[CH2:14]1)[C:7]1[CH:12]=[CH:11][CH:10]=[CH:9][CH:8]=1.C([BH3-])#[N:26].[Na+], predict the reaction product. The product is: [NH2:26][CH:16]1[CH:17]([CH2:19][CH3:20])[CH2:18][N:13]([CH2:6][C:7]2[CH:12]=[CH:11][CH:10]=[CH:9][CH:8]=2)[CH2:14][C:15]1([CH2:23][CH3:24])[CH3:22]. (3) Given the reactants [CH3:1][O:2][C:3]1[CH:26]=[C:25]([CH2:27][N:28]2[CH2:33][CH2:32][CH2:31][CH2:30][CH2:29]2)[CH:24]=[CH:23][C:4]=1[O:5][CH2:6][CH2:7][CH2:8][CH2:9][CH2:10][O:11][C:12]1[C:21]2[C:16](=[CH:17][C:18]([Cl:22])=[CH:19][CH:20]=2)[N:15]=[CH:14][CH:13]=1.[ClH:34], predict the reaction product. The product is: [ClH:22].[ClH:34].[CH3:1][O:2][C:3]1[CH:26]=[C:25]([CH2:27][N:28]2[CH2:33][CH2:32][CH2:31][CH2:30][CH2:29]2)[CH:24]=[CH:23][C:4]=1[O:5][CH2:6][CH2:7][CH2:8][CH2:9][CH2:10][O:11][C:12]1[C:21]2[C:16](=[CH:17][C:18]([Cl:22])=[CH:19][CH:20]=2)[N:15]=[CH:14][CH:13]=1. (4) Given the reactants [O:1]=[C:2]1[C:10]2(C3C(=CC4OCCOC=4C=3)[O:12][CH2:11]2)[C:9]2[C:4](=[CH:5][CH:6]=[CH:7][CH:8]=2)[N:3]1[CH2:23][C:24]1[C:29](C(O)=O)=[CH:28][CH:27]=[CH:26][N:25]=1.P(N=[N+]=[N-])(=O)([O:41][C:42]1[CH:47]=[CH:46][CH:45]=[CH:44][CH:43]=1)[O:41][C:42]1[CH:47]=[CH:46][CH:45]=[CH:44][CH:43]=1.C([N:54](CC)CC)C.[C:59]([OH:63])(C)(C)[CH3:60].[BrH:64].C(O)(=O)C, predict the reaction product. The product is: [BrH:64].[NH2:54][C:29]1[C:24]([CH2:23][N:3]2[C:4]3[C:9](=[CH:8][CH:7]=[CH:6][CH:5]=3)[C:10]3([C:45]4[C:46](=[CH:47][C:42]5[O:41][CH2:60][CH2:59][O:63][C:43]=5[CH:44]=4)[O:12][CH2:11]3)[C:2]2=[O:1])=[N:25][CH:26]=[CH:27][CH:28]=1.